Dataset: Reaction yield outcomes from USPTO patents with 853,638 reactions. Task: Predict the reaction yield, written as a fraction of the theoretical maximum amount of product (1.0 means a 100% yield; for example, 0.34 means a 34% yield). (1) The reactants are [C:1]1(/[CH:7]=[CH:8]/[CH2:9][CH2:10][CH2:11][C:12]#[C:13][C:14]([O:16][CH3:17])=[O:15])[CH:6]=[CH:5][CH:4]=[CH:3][CH:2]=1. The catalyst is ClC1C=CC=CC=1Cl. The product is [CH2:9]1[C:8]2=[CH:7][C:1]3[C:6]([C:13]([C:14]([O:16][CH3:17])=[O:15])=[C:12]2[CH2:11][CH2:10]1)=[CH:5][CH:4]=[CH:3][CH:2]=3. The yield is 0.970. (2) The reactants are [Br:1][C:2]1[CH:3]=[CH:4][C:5]([O:12][CH3:13])=[C:6]([C@H:8]([CH3:11])[CH:9]=[O:10])[CH:7]=1.BrC1C=CC(OC)=C([C@@H](C)CO)C=1. No catalyst specified. The product is [Br:1][C:2]1[CH:3]=[CH:4][C:5]([O:12][CH3:13])=[C:6]([C@@H:8]([CH3:11])[CH:9]=[O:10])[CH:7]=1. The yield is 1.00. (3) The product is [F:30][C:29]([F:32])([F:31])[S:26]([O:9][C:3]1[C:2]([CH3:10])([CH3:1])[CH2:7][CH2:6][CH2:5][C:4]=1[CH3:8])(=[O:28])=[O:27]. The catalyst is C1COCC1.C(=O)=O. The yield is 0.600. The reactants are [CH3:1][C:2]1([CH3:10])[CH2:7][CH2:6][CH2:5][CH:4]([CH3:8])[C:3]1=[O:9].C([N-]C(C)C)(C)C.[Li+].C1C=CC(N([S:26]([C:29]([F:32])([F:31])[F:30])(=[O:28])=[O:27])[S:26]([C:29]([F:32])([F:31])[F:30])(=[O:28])=[O:27])=CC=1. (4) The catalyst is C1(C)C=CC=CC=1. The yield is 0.340. The reactants are [CH2:1]([O:3][C:4]([CH:6]1[CH2:11][CH2:10][CH:9]([OH:12])[CH2:8][CH2:7]1)=[O:5])[CH3:2].C1(P(C2C=CC=CC=2)C2C=CC=CC=2)C=CC=CC=1.[F:32][C:33]1[CH:38]=[CH:37][CH:36]=[C:35]([F:39])[C:34]=1O.N(C(OCC)=O)=NC(OCC)=O. The product is [CH2:1]([O:3][C:4]([CH:6]1[CH2:11][CH2:10][CH:9]([O:12][C:34]2[C:33]([F:32])=[CH:38][CH:37]=[CH:36][C:35]=2[F:39])[CH2:8][CH2:7]1)=[O:5])[CH3:2]. (5) The reactants are [Br:1][C:2]1[CH:3]=[CH:4][CH:5]=[C:6]2[C:11]=1[NH:10][C:9](=[S:12])[N:8]([CH3:13])[C:7]2=[O:14].[C:15](=O)([O-])[O-].[K+].[K+].N[C@H](C(O)=O)CCSC. The catalyst is C1COCC1. The product is [Br:1][C:2]1[CH:3]=[CH:4][CH:5]=[C:6]2[C:11]=1[N:10]=[C:9]([S:12][CH3:15])[N:8]([CH3:13])[C:7]2=[O:14]. The yield is 1.00.